This data is from Full USPTO retrosynthesis dataset with 1.9M reactions from patents (1976-2016). The task is: Predict the reactants needed to synthesize the given product. (1) Given the product [Br:1][C:2]1[N:7]=[CH:6][C:5]([C:8]2[C:10]3[CH2:17][C:13]4[S:14][CH:15]=[CH:16][C:12]=4[C:11]=3[NH:21][N:20]=2)=[CH:4][CH:3]=1, predict the reactants needed to synthesize it. The reactants are: [Br:1][C:2]1[N:7]=[CH:6][C:5]([C:8]([CH:10]2[CH2:17][C:13]3[S:14][CH:15]=[CH:16][C:12]=3[C:11]2=O)=O)=[CH:4][CH:3]=1.O.[NH2:20][NH2:21].C(O)(=O)C. (2) Given the product [Cl:10][CH2:11][CH2:12][C:13]([C:6]1[CH:7]=[C:2]([Cl:1])[C:3]([OH:9])=[CH:4][C:5]=1[OH:8])=[O:14], predict the reactants needed to synthesize it. The reactants are: [Cl:1][C:2]1[CH:7]=[CH:6][C:5]([OH:8])=[CH:4][C:3]=1[OH:9].[Cl:10][CH2:11][CH2:12][C:13](O)=[O:14].C(OCC)(=O)C. (3) Given the product [C:1]([C:4]1[C:22](=[O:23])[C@@:8]2([CH3:24])[C:9]3[C:15]([OH:16])=[CH:14][C:13]([O:17][CH3:18])=[C:12]([C:19]([NH:21][CH2:42][C:41]4[C:44]([CH3:46])=[CH:45][C:38]([NH:37][S:34]([C:28]5[CH:29]=[CH:30][C:31]([Cl:33])=[CH:32][C:27]=5[Cl:26])(=[O:36])=[O:35])=[CH:39][C:40]=4[CH3:47])=[O:20])[C:10]=3[O:11][C:7]2=[CH:6][C:5]=1[OH:25])(=[O:3])[CH3:2], predict the reactants needed to synthesize it. The reactants are: [C:1]([C:4]1[C:22](=[O:23])[C@@:8]2([CH3:24])[C:9]3[C:15]([OH:16])=[CH:14][C:13]([O:17][CH3:18])=[C:12]([C:19]([NH2:21])=[O:20])[C:10]=3[O:11][C:7]2=[CH:6][C:5]=1[OH:25])(=[O:3])[CH3:2].[Cl:26][C:27]1[CH:32]=[C:31]([Cl:33])[CH:30]=[CH:29][C:28]=1[S:34]([NH:37][C:38]1[CH:45]=[C:44]([CH3:46])[C:41]([CH:42]=O)=[C:40]([CH3:47])[CH:39]=1)(=[O:36])=[O:35].C([SiH](CC)CC)C.FC(F)(F)C(O)=O.